From a dataset of Catalyst prediction with 721,799 reactions and 888 catalyst types from USPTO. Predict which catalyst facilitates the given reaction. (1) Reactant: [Cl:1][C:2]1[C:7]([CH:8]([CH3:14])[CH2:9][C:10](OC)=[O:11])=[C:6](Cl)[N:5]=[CH:4][N:3]=1.[NH3:16]. Product: [Cl:1][C:2]1[C:7]2[CH:8]([CH3:14])[CH2:9][C:10](=[O:11])[NH:16][C:6]=2[N:5]=[CH:4][N:3]=1. The catalyst class is: 32. (2) Reactant: [CH:1](=[N:8][OH:9])[C:2]1[CH:7]=[CH:6][CH:5]=[CH:4][CH:3]=1.ClN1[C:15](=[O:16])[CH2:14][CH2:13]C1=O.C(O)C#C.C(N(CC)CC)C. Product: [C:2]1([C:1]2[CH:13]=[C:14]([CH2:15][OH:16])[O:9][N:8]=2)[CH:7]=[CH:6][CH:5]=[CH:4][CH:3]=1. The catalyst class is: 4.